Dataset: Catalyst prediction with 721,799 reactions and 888 catalyst types from USPTO. Task: Predict which catalyst facilitates the given reaction. (1) Reactant: [CH:1]1([C:4]2[N:8]=[C:7]([C:9]3[C:10]4[CH2:18][CH2:17][CH2:16][CH2:15][C:11]=4[S:12][C:13]=3[NH2:14])[S:6][N:5]=2)[CH2:3][CH2:2]1.[C:19]12[C:27](=[O:28])[O:26][C:24](=[O:25])[C:20]=1[CH2:21][CH2:22][CH2:23]2. Product: [CH:1]1([C:4]2[N:8]=[C:7]([C:9]3[C:10]4[CH2:18][CH2:17][CH2:16][CH2:15][C:11]=4[S:12][C:13]=3[NH:14][C:27]([C:19]3[CH2:23][CH2:22][CH2:21][C:20]=3[C:24]([OH:26])=[O:25])=[O:28])[S:6][N:5]=2)[CH2:3][CH2:2]1. The catalyst class is: 61. (2) The catalyst class is: 29. Reactant: [Si:1]([O:8][CH2:9][CH2:10][NH:11][C:12]1[CH:17]=[CH:16][C:15]([N+:18]([O-])=O)=[CH:14][CH:13]=1)([C:4]([CH3:7])([CH3:6])[CH3:5])([CH3:3])[CH3:2]. Product: [Si:1]([O:8][CH2:9][CH2:10][NH:11][C:12]1[CH:13]=[CH:14][C:15]([NH2:18])=[CH:16][CH:17]=1)([C:4]([CH3:7])([CH3:6])[CH3:5])([CH3:3])[CH3:2]. (3) Reactant: [Br:1][C:2]1[S:6][C:5]([C:7](=[N:9][OH:10])[NH2:8])=[N:4][C:3]=1[CH2:11][CH:12]1[CH2:17][CH2:16][CH2:15][CH2:14][CH2:13]1.[CH3:18][C:19](OC(C)=O)=[O:20]. Product: [C:19]([O:10][N:9]=[C:7]([C:5]1[S:6][C:2]([Br:1])=[C:3]([CH2:11][CH:12]2[CH2:17][CH2:16][CH2:15][CH2:14][CH2:13]2)[N:4]=1)[NH2:8])(=[O:20])[CH3:18]. The catalyst class is: 17. (4) Reactant: FC(F)(F)C(O)=O.[C:8]([S:11][CH:12]1[CH2:17][CH2:16][NH:15][CH2:14]/[C:13]/1=[CH:18]\[C:19]1[N:23]([CH2:24][C:25]([O:27][CH3:28])=[O:26])[N:22]=[N:21][CH:20]=1)(=[O:10])[CH3:9].Br[CH:30]([C:36]1[CH:41]=[CH:40][CH:39]=[CH:38][C:37]=1[F:42])[C:31]([CH:33]1[CH2:35][CH2:34]1)=[O:32].[ClH:43]. Product: [ClH:43].[C:8]([S:11][CH:12]1[CH2:17][CH2:16][N:15]([CH:30]([C:36]2[CH:41]=[CH:40][CH:39]=[CH:38][C:37]=2[F:42])[C:31]([CH:33]2[CH2:34][CH2:35]2)=[O:32])[CH2:14]/[C:13]/1=[CH:18]\[C:19]1[N:23]([CH2:24][C:25]([O:27][CH3:28])=[O:26])[N:22]=[N:21][CH:20]=1)(=[O:10])[CH3:9]. The catalyst class is: 66. (5) Reactant: [Cl:1][C:2]1[C:3]([CH:9]=O)=[N:4][C:5]([Cl:8])=[CH:6][CH:7]=1.[C:11]([CH2:13][C:14]([NH:16][CH:17]([C:21]1[CH:26]=[CH:25][C:24]([O:27][CH2:28][CH2:29][N:30]2[CH2:35][CH2:34][O:33][CH2:32][CH2:31]2)=[CH:23][CH:22]=1)[CH2:18][CH2:19][CH3:20])=[O:15])#[N:12].NCCC(O)=O. Product: [C:11](/[C:13](=[CH:9]\[C:3]1[C:2]([Cl:1])=[CH:7][CH:6]=[C:5]([Cl:8])[N:4]=1)/[C:14]([NH:16][CH:17]([C:21]1[CH:26]=[CH:25][C:24]([O:27][CH2:28][CH2:29][N:30]2[CH2:31][CH2:32][O:33][CH2:34][CH2:35]2)=[CH:23][CH:22]=1)[CH2:18][CH2:19][CH3:20])=[O:15])#[N:12]. The catalyst class is: 8.